This data is from NCI-60 drug combinations with 297,098 pairs across 59 cell lines. The task is: Regression. Given two drug SMILES strings and cell line genomic features, predict the synergy score measuring deviation from expected non-interaction effect. Drug 1: C1=NC2=C(N=C(N=C2N1C3C(C(C(O3)CO)O)O)F)N. Drug 2: CN1C2=C(C=C(C=C2)N(CCCl)CCCl)N=C1CCCC(=O)O.Cl. Cell line: U251. Synergy scores: CSS=2.94, Synergy_ZIP=-1.28, Synergy_Bliss=-4.27, Synergy_Loewe=-6.29, Synergy_HSA=-6.71.